Dataset: Forward reaction prediction with 1.9M reactions from USPTO patents (1976-2016). Task: Predict the product of the given reaction. (1) Given the reactants [CH2:1]([O:8][C:9]1[C:18]2[N:17]=[CH:16][CH:15]=[CH:14][C:13]=2[C:12]([S:19](Cl)(=O)=O)=[CH:11][CH:10]=1)[C:2]1[CH:7]=[CH:6][CH:5]=[CH:4][CH:3]=1.C1(P(C2C=CC=CC=2)C2C=CC=CC=2)C=CC=CC=1.[BH4-].[Na+].[H-].[Na+].[CH3:46][C:47]1[CH:55]=[CH:54][C:50]([CH2:51][CH2:52]Br)=[CH:49][CH:48]=1, predict the reaction product. The product is: [CH2:1]([O:8][C:9]1[CH:10]=[CH:11][C:12]([S:19][CH2:52][CH2:51][C:50]2[CH:54]=[CH:55][C:47]([CH3:46])=[CH:48][CH:49]=2)=[C:13]2[C:18]=1[N:17]=[CH:16][CH:15]=[CH:14]2)[C:2]1[CH:7]=[CH:6][CH:5]=[CH:4][CH:3]=1. (2) Given the reactants N(C(OC(C)C)=O)=NC(OC(C)C)=O.[CH3:15][NH:16][C:17]1[N:22]=[C:21]([CH2:23][CH2:24][OH:25])[CH:20]=[CH:19][CH:18]=1.O[C:27]1[CH:28]=[C:29]2[C:33](=[CH:34][CH:35]=1)[NH:32][C:31]([CH2:36][CH2:37][C:38]([O:40][CH3:41])=[O:39])=[CH:30]2.C1(P(C2C=CC=CC=2)C2C=CC=CC=2)C=CC=CC=1, predict the reaction product. The product is: [CH3:15][NH:16][C:17]1[N:22]=[C:21]([CH2:23][CH2:24][O:25][C:27]2[CH:28]=[C:29]3[C:33](=[CH:34][CH:35]=2)[NH:32][C:31]([CH2:36][CH2:37][C:38]([O:40][CH3:41])=[O:39])=[CH:30]3)[CH:20]=[CH:19][CH:18]=1.